Dataset: Forward reaction prediction with 1.9M reactions from USPTO patents (1976-2016). Task: Predict the product of the given reaction. (1) Given the reactants [F:1][C:2]1[CH:7]=[CH:6][C:5]([F:8])=[CH:4][C:3]=1[C:9](=[O:21])[CH2:10][CH2:11][CH2:12][NH:13][C:14](=[O:20])[O:15][C:16]([CH3:19])(C)C.Br[C:23]1C=C(F)C=C[C:24]=1F.C([Mg]Cl)(C)C.O=C1CCCN1C(OC(C)(C)C)=O, predict the reaction product. The product is: [F:1][C:2]1[CH:7]=[CH:6][C:5]([F:8])=[CH:4][C:3]=1[C:9](=[O:21])[CH2:10][CH2:11][CH2:12][NH:13][C:14](=[O:20])[O:15][CH2:16][CH2:19][CH2:23][CH3:24]. (2) Given the reactants [CH2:1]([N:3]1[C:7]2[N:8]=[C:9]([C:18]3[CH:23]=[CH:22][C:21]([NH:24][C:25]([NH:27][C:28]4[CH:36]=[CH:35][C:31]([C:32](O)=[O:33])=[CH:30][CH:29]=4)=[O:26])=[CH:20][CH:19]=3)[N:10]=[C:11]([N:12]3[CH2:17][CH2:16][O:15][CH2:14][CH2:13]3)[C:6]=2[CH:5]=[CH:4]1)[CH3:2].[CH3:37][N:38]([CH3:42])[CH2:39][CH2:40][NH2:41], predict the reaction product. The product is: [CH3:37][N:38]([CH3:42])[CH2:39][CH2:40][NH:41][C:32](=[O:33])[C:31]1[CH:30]=[CH:29][C:28]([NH:27][C:25](=[O:26])[NH:24][C:21]2[CH:20]=[CH:19][C:18]([C:9]3[N:10]=[C:11]([N:12]4[CH2:13][CH2:14][O:15][CH2:16][CH2:17]4)[C:6]4[CH:5]=[CH:4][N:3]([CH2:1][CH3:2])[C:7]=4[N:8]=3)=[CH:23][CH:22]=2)=[CH:36][CH:35]=1.